This data is from Full USPTO retrosynthesis dataset with 1.9M reactions from patents (1976-2016). The task is: Predict the reactants needed to synthesize the given product. Given the product [CH2:15]([O:17][C:18](=[O:59])[C:19]1[CH:24]=[C:23]([C:25]#[N:26])[C:22]([N:27]2[CH2:32][CH2:31][CH:30]([C:33](=[O:45])[NH:34][S:35]([CH2:38][C:39]3[CH:40]=[CH:41][CH:42]=[CH:43][CH:44]=3)(=[O:36])=[O:37])[CH2:29][CH2:28]2)=[N:21][C:20]=1[CH2:46][OH:47])[CH3:16], predict the reactants needed to synthesize it. The reactants are: C(C1C(=O)C(Cl)=C(Cl)C(=O)C=1C#N)#N.[CH2:15]([O:17][C:18](=[O:59])[C:19]1[CH:24]=[C:23]([C:25]#[N:26])[C:22]([N:27]2[CH2:32][CH2:31][CH:30]([C:33](=[O:45])[NH:34][S:35]([CH2:38][C:39]3[CH:44]=[CH:43][CH:42]=[CH:41][CH:40]=3)(=[O:37])=[O:36])[CH2:29][CH2:28]2)=[N:21][C:20]=1[CH2:46][O:47]CC1C=CC(OC)=C(OC)C=1)[CH3:16].